This data is from Full USPTO retrosynthesis dataset with 1.9M reactions from patents (1976-2016). The task is: Predict the reactants needed to synthesize the given product. Given the product [CH:7]1([C:4]2[N:3]=[C:2]([N:21]3[C:15]([NH2:14])=[CH:16][CH:17]=[N:18]3)[S:6][N:5]=2)[CH2:9][CH2:8]1, predict the reactants needed to synthesize it. The reactants are: Cl[C:2]1[S:6][N:5]=[C:4]([CH:7]2[CH2:9][CH2:8]2)[N:3]=1.O.NN.C[N:14](C)[CH:15]=[CH:16][C:17]#[N:18].C[N:21](C)C(=O)C.